This data is from Cav3 T-type calcium channel HTS with 100,875 compounds. The task is: Binary Classification. Given a drug SMILES string, predict its activity (active/inactive) in a high-throughput screening assay against a specified biological target. (1) The molecule is S(CC(=O)N(c1cc(ccc1)C)CC)c1ncccc1C(OCC)=O. The result is 0 (inactive). (2) The compound is O=C(Nc1cc2c(n(c3c2cccc3)CC)cc1)C\C(=N\NC(=O)c1c(N)cccc1)C. The result is 0 (inactive). (3) The drug is S=c1n(CCCN2CCOCC2)c(=O)c2c([nH]1)cc(cc2)C(OC)=O. The result is 0 (inactive). (4) The compound is O1CCN(CC1)c1[nH]c(c2ccccc2)c(c(=O)n1)C#N. The result is 0 (inactive). (5) The drug is s1c2CC(CCc2c(c1NC(=O)c1cc(sc1)C)C#N)C. The result is 0 (inactive). (6) The compound is O=C(N(Cc1ccccc1)c1ncccc1)c1ccccc1. The result is 0 (inactive). (7) The compound is O(c1c(cccc1)C(Oc1ccccc1)=O)C(=O)c1occc1. The result is 0 (inactive). (8) The drug is S(=O)(=O)(NCC=C)CC12C(C(CC1)CC2=O)(C)C. The result is 0 (inactive). (9) The compound is s1c2c(n(Cc3n(c4ccccc4)c(SCC(=O)Nc4scc(n4)C)nn3)c1=O)cccc2. The result is 0 (inactive). (10) The drug is s1c2c(n(c(c2)C(O)=O)C)cc1CC. The result is 0 (inactive).